Task: Regression/Classification. Given a drug SMILES string, predict its absorption, distribution, metabolism, or excretion properties. Task type varies by dataset: regression for continuous measurements (e.g., permeability, clearance, half-life) or binary classification for categorical outcomes (e.g., BBB penetration, CYP inhibition). Dataset: cyp2c9_veith.. Dataset: CYP2C9 inhibition data for predicting drug metabolism from PubChem BioAssay (1) The result is 0 (non-inhibitor). The drug is C=C1c2c(Cl)ccc(O)c2C(O)=C2C(=O)[C@@]3(O)C(O)=C(C(N)=O)C(=O)[C@@H](N(C)C)[C@@H]3[C@@H](O)[C@H]12.O=C(O)c1cc(S(=O)(=O)O)ccc1O. (2) The compound is CCCN(CCC)C1Cc2cc(OC)c(OC)cc2C1. The result is 0 (non-inhibitor). (3) The compound is CCCCC/C=C\C/C=C\C/C=C\C/C=C\CCCC(=O)Nc1ccc(O)cc1. The result is 1 (inhibitor). (4) The molecule is Cn1cnc2c(NC3CCCC3)ncnc21. The result is 0 (non-inhibitor). (5) The molecule is CC(=O)NCCNc1ncncc1-c1ccc(N(C)C)cc1. The result is 0 (non-inhibitor). (6) The compound is C[C@@](N)(Cc1c[nH]c2ccccc12)C(=O)O. The result is 0 (non-inhibitor). (7) The molecule is CCN=C1S/C(=C\c2ccc(Sc3ccc(Cl)cc3)o2)C(=O)N1CC. The result is 1 (inhibitor). (8) The compound is CC1(C)OC(=O)C(=CNn2cnc3ccccc3c2=O)C(=O)O1. The result is 1 (inhibitor). (9) The molecule is CC(C)CCCCC(=O)N[C@@H](CCN)C(=O)N[C@@H](C(=O)N[C@@H](CCN)C(=O)N[C@H]1CCNC(=O)[C@@H]([C@H](C)O)NC(=O)[C@@H](CCN)NC(=O)[C@@H](CCN)NC(=O)[C@@H](C(C)C)CNC(=O)[C@@H](CC(C)C)NC(=O)[C@@H](CCN)NC1=O)[C@H](C)O. The result is 0 (non-inhibitor). (10) The drug is O=C(NNC(=O)c1cc(-c2ccc(Cl)c(Cl)c2)nc2ccccc12)Nc1ccccc1. The result is 1 (inhibitor).